From a dataset of Catalyst prediction with 721,799 reactions and 888 catalyst types from USPTO. Predict which catalyst facilitates the given reaction. (1) Reactant: [CH:1]([N:14]1[CH2:19][CH2:18][N:17]([NH:20][C:21]([CH:23]2[CH2:28][NH:27][CH2:26][CH2:25][N:24]2[S:29]([C:32]2[CH:37]=[CH:36][C:35]([O:38][CH3:39])=[C:34]([O:40][CH3:41])[CH:33]=2)(=[O:31])=[O:30])=[O:22])[CH2:16][CH2:15]1)([C:8]1[CH:13]=[CH:12][CH:11]=[CH:10][CH:9]=1)[C:2]1[CH:7]=[CH:6][CH:5]=[CH:4][CH:3]=1.C(N(CC)CC)C.[C:49](Cl)(=[O:55])[CH2:50][CH2:51][CH2:52][CH2:53][CH3:54]. Product: [CH:1]([N:14]1[CH2:19][CH2:18][N:17]([NH:20][C:21]([CH:23]2[CH2:28][N:27]([C:49](=[O:55])[CH2:50][CH2:51][CH2:52][CH2:53][CH3:54])[CH2:26][CH2:25][N:24]2[S:29]([C:32]2[CH:37]=[CH:36][C:35]([O:38][CH3:39])=[C:34]([O:40][CH3:41])[CH:33]=2)(=[O:31])=[O:30])=[O:22])[CH2:16][CH2:15]1)([C:2]1[CH:7]=[CH:6][CH:5]=[CH:4][CH:3]=1)[C:8]1[CH:13]=[CH:12][CH:11]=[CH:10][CH:9]=1. The catalyst class is: 172. (2) Reactant: [N:1]([CH2:4][CH2:5][NH:6][C:7](=[O:11])[CH2:8][O:9][CH3:10])=[N+:2]=[N-:3].O=C1O[C@H]([C@H](CO)O)C([O-])=C1O.[Na+].[CH2:25]([O:27][CH:28]([O:31][CH2:32][CH3:33])[C:29]#[CH:30])[CH3:26].C(O)(C)(C)C. Product: [CH2:25]([O:27][CH:28]([O:31][CH2:32][CH3:33])[C:29]1[N:3]=[N:2][N:1]([CH2:4][CH2:5][NH:6][C:7](=[O:11])[CH2:8][O:9][CH3:10])[CH:30]=1)[CH3:26]. The catalyst class is: 6. (3) Reactant: C(OC(=O)[NH:7][C:8]1[CH:13]=[CH:12][C:11]([NH:14][C:15]([CH:17]2[CH2:22][CH2:21][O:20][CH2:19][CH2:18]2)=[O:16])=[C:10]([C:23]#[C:24][C:25]2[CH:30]=[CH:29][CH:28]=[CH:27][CH:26]=2)[N:9]=1)(C)(C)C.C(Cl)Cl.C(O)(C(F)(F)F)=O. Product: [NH2:7][C:8]1[N:9]=[C:10]([C:23]#[C:24][C:25]2[CH:30]=[CH:29][CH:28]=[CH:27][CH:26]=2)[C:11]([NH:14][C:15]([CH:17]2[CH2:22][CH2:21][O:20][CH2:19][CH2:18]2)=[O:16])=[CH:12][CH:13]=1. The catalyst class is: 2. (4) Reactant: [CH:1]12[NH:16][CH:5]([CH2:6][N:7]([C:9]([O:11][C:12]([CH3:15])([CH3:14])[CH3:13])=[O:10])[CH2:8]1)[CH2:4][O:3][CH2:2]2.C(N(CC)CC)C.Cl[C:25]([O:27][CH2:28][C:29]1[CH:34]=[CH:33][CH:32]=[CH:31][CH:30]=1)=[O:26]. Product: [CH:5]12[N:16]([C:25]([O:27][CH2:28][C:29]3[CH:34]=[CH:33][CH:32]=[CH:31][CH:30]=3)=[O:26])[CH:1]([CH2:8][N:7]([C:9]([O:11][C:12]([CH3:13])([CH3:15])[CH3:14])=[O:10])[CH2:6]1)[CH2:2][O:3][CH2:4]2. The catalyst class is: 4. (5) Reactant: [N:1]12[CH2:8][CH2:7][CH:4]([CH2:5][CH2:6]1)[CH:3]([C:9]([O:11][CH:12]([C:20]1[CH:25]=[CH:24][CH:23]=[C:22]([F:26])[CH:21]=1)[C:13]1[CH:18]=[CH:17][CH:16]=[C:15]([F:19])[CH:14]=1)=[O:10])[CH2:2]2.[Br:27][CH2:28][C:29]([C:31]1[CH:36]=[CH:35][CH:34]=[CH:33][C:32]=1[F:37])=[O:30]. Product: [Br-:27].[F:26][C:22]1[CH:21]=[C:20]([CH:12]([C:13]2[CH:18]=[CH:17][CH:16]=[C:15]([F:19])[CH:14]=2)[O:11][C:9]([CH:3]2[CH:4]3[CH2:5][CH2:6][N+:1]([CH2:28][C:29]([C:31]4[CH:36]=[CH:35][CH:34]=[CH:33][C:32]=4[F:37])=[O:30])([CH2:8][CH2:7]3)[CH2:2]2)=[O:10])[CH:25]=[CH:24][CH:23]=1. The catalyst class is: 10. (6) Reactant: [N:1]1([C:10]([O:12][C:13]([CH3:16])([CH3:15])[CH3:14])=[O:11])[C:9]2[CH:8]=[CH:7][N:6]=[CH:5][C:4]=2[CH:3]=[CH:2]1.C(O[C:20](=O)[C:21](C)([CH3:36])[CH2:22][CH2:23][CH2:24][CH2:25][C:26]([Br:35])([C:28]1[CH:33]=[CH:32][CH:31]=[CH:30][C:29]=1[Cl:34])C)C. Product: [Br-:35].[C:13]([O:12][C:10]([N:1]1[C:9]2[CH:8]=[CH:7][N+:6]([CH:26]([C:28]3[CH:33]=[CH:32][CH:31]=[CH:30][C:29]=3[Cl:34])[CH2:25][CH2:24][CH2:23][CH2:22][CH:21]([CH3:36])[CH3:20])=[CH:5][C:4]=2[CH:3]=[CH:2]1)=[O:11])([CH3:16])([CH3:15])[CH3:14]. The catalyst class is: 10. (7) Reactant: FC(F)(F)C(O)=O.[CH3:8][N:9]1[CH2:14][CH2:13][CH:12]([C:15]2[CH:27]=[CH:26][C:18]([C:19]([O:21]C(C)(C)C)=[O:20])=[C:17]([N:28]([CH:35]3[CH2:40][CH2:39][O:38][CH2:37][CH2:36]3)[C:29](=[O:34])[C:30]([F:33])([F:32])[F:31])[CH:16]=2)[CH2:11][CH2:10]1. Product: [CH3:8][N:9]1[CH2:10][CH2:11][CH:12]([C:15]2[CH:27]=[CH:26][C:18]([C:19]([OH:21])=[O:20])=[C:17]([N:28]([CH:35]3[CH2:36][CH2:37][O:38][CH2:39][CH2:40]3)[C:29](=[O:34])[C:30]([F:31])([F:32])[F:33])[CH:16]=2)[CH2:13][CH2:14]1. The catalyst class is: 4. (8) Reactant: [NH2:1][C:2]1[CH:3]=[C:4]([CH:9]=[CH:10][C:11]=1[CH2:12][CH2:13][CH3:14])[C:5]([O:7][CH3:8])=[O:6].[N:15]([O-])=O.[Na+]. Product: [CH2:13]([C:12]1[C:11]2[C:2](=[CH:3][C:4]([C:5]([O:7][CH3:8])=[O:6])=[CH:9][CH:10]=2)[NH:1][N:15]=1)[CH3:14]. The catalyst class is: 86. (9) The catalyst class is: 37. Reactant: Cl[C:2]1[N:3]=[C:4]([NH:13][C:14]2[CH:19]=[CH:18][CH:17]=[C:16]([S:20]([CH3:23])(=[O:22])=[O:21])[CH:15]=2)[C:5]([C:10]([NH2:12])=[O:11])=[N:6][C:7]=1[CH2:8][CH3:9].[CH3:24][N:25]1[CH2:30][CH2:29][CH2:28][CH:27]([NH2:31])[CH2:26]1. Product: [CH2:8]([C:7]1[N:6]=[C:5]([C:10]([NH2:12])=[O:11])[C:4]([NH:13][C:14]2[CH:19]=[CH:18][CH:17]=[C:16]([S:20]([CH3:23])(=[O:22])=[O:21])[CH:15]=2)=[N:3][C:2]=1[NH:31][CH:27]1[CH2:28][CH2:29][CH2:30][N:25]([CH3:24])[CH2:26]1)[CH3:9].